From a dataset of Reaction yield outcomes from USPTO patents with 853,638 reactions. Predict the reaction yield, written as a fraction of the theoretical maximum amount of product (1.0 means a 100% yield; for example, 0.34 means a 34% yield). (1) The reactants are Br[CH2:2][C:3]1[CH:4]=[C:5]2[C:10](=[CH:11][CH:12]=1)[O:9][C:8]([C:13]1[CH:18]=[CH:17][C:16]([OH:19])=[CH:15][CH:14]=1)=[CH:7][C:6]2=[O:20].C([O-])(=[O:23])C.[K+].C([O-])([O-])=O.[K+].[K+].Cl. The catalyst is O1CCOCC1.CN(C=O)C.O.CO.C1COCC1. The product is [OH:23][CH2:2][C:3]1[CH:4]=[C:5]2[C:10](=[CH:11][CH:12]=1)[O:9][C:8]([C:13]1[CH:18]=[CH:17][C:16]([OH:19])=[CH:15][CH:14]=1)=[CH:7][C:6]2=[O:20]. The yield is 0.420. (2) The reactants are [Cl-].O[NH3+:3].[C:4](=[O:7])([O-])[OH:5].[Na+].CS(C)=O.[NH:13]1[C:21]2[C:16](=[CH:17][C:18]([C:22]3[C:27](=[O:28])[N:26]([CH2:29][C:30]4[CH:35]=[CH:34][C:33]([C:36]5[C:37]([C:42]#[N:43])=[CH:38][CH:39]=[CH:40][CH:41]=5)=[CH:32][CH:31]=4)[C:25]([CH2:44][CH2:45][CH3:46])=[N:24][C:23]=3[CH3:47])=[CH:19][CH:20]=2)[CH:15]=[CH:14]1. The catalyst is C(OCC)(=O)C. The product is [NH:13]1[C:21]2[C:16](=[CH:17][C:18]([C:22]3[C:27](=[O:28])[N:26]([CH2:29][C:30]4[CH:35]=[CH:34][C:33]([C:36]5[CH:41]=[CH:40][CH:39]=[CH:38][C:37]=5[C:42]5[NH:3][C:4](=[O:7])[O:5][N:43]=5)=[CH:32][CH:31]=4)[C:25]([CH2:44][CH2:45][CH3:46])=[N:24][C:23]=3[CH3:47])=[CH:19][CH:20]=2)[CH:15]=[CH:14]1. The yield is 0.200. (3) The reactants are [CH3:1][NH:2][CH:3]1[CH2:8][CH2:7][N:6]([C:9]2[C:18]3[C:13](=[CH:14][CH:15]=[CH:16][CH:17]=3)[C:12]([C:19]3[N:23]([CH3:24])[N:22]=[CH:21][CH:20]=3)=[N:11][N:10]=2)[CH2:5][CH2:4]1.C(N(CC)CC)C.[F:32][C:33]1[CH:41]=[CH:40][C:36]([C:37](Cl)=[O:38])=[C:35]([C:42]([F:45])([F:44])[F:43])[CH:34]=1. The catalyst is C(Cl)Cl. The product is [F:32][C:33]1[CH:41]=[CH:40][C:36]([C:37]([N:2]([CH3:1])[CH:3]2[CH2:4][CH2:5][N:6]([C:9]3[C:18]4[C:13](=[CH:14][CH:15]=[CH:16][CH:17]=4)[C:12]([C:19]4[N:23]([CH3:24])[N:22]=[CH:21][CH:20]=4)=[N:11][N:10]=3)[CH2:7][CH2:8]2)=[O:38])=[C:35]([C:42]([F:45])([F:44])[F:43])[CH:34]=1. The yield is 0.860. (4) The reactants are C(O)(=O)C.[Cl:5][C:6]1[CH:11]=[C:10]([N+:12]([O-])=O)[CH:9]=[CH:8][C:7]=1[O:15][C:16]1[CH:21]=[CH:20][CH:19]=[C:18]([Cl:22])[CH:17]=1. The catalyst is O.CCO.[Fe]. The product is [Cl:5][C:6]1[CH:11]=[C:10]([CH:9]=[CH:8][C:7]=1[O:15][C:16]1[CH:21]=[CH:20][CH:19]=[C:18]([Cl:22])[CH:17]=1)[NH2:12]. The yield is 1.00.